Dataset: Reaction yield outcomes from USPTO patents with 853,638 reactions. Task: Predict the reaction yield, written as a fraction of the theoretical maximum amount of product (1.0 means a 100% yield; for example, 0.34 means a 34% yield). (1) The reactants are [N:1]([C@@H:4]([C:14]1[CH:15]=[CH:16][C:17]([CH:20]([F:22])[F:21])=[N:18][CH:19]=1)[CH2:5][O:6][Si](C(C)(C)C)(C)C)=[N+:2]=[N-:3].Cl. The catalyst is CCO. The product is [N:1]([C@@H:4]([C:14]1[CH:19]=[N:18][C:17]([CH:20]([F:21])[F:22])=[CH:16][CH:15]=1)[CH2:5][OH:6])=[N+:2]=[N-:3]. The yield is 0.890. (2) The reactants are C([N:8]1[CH2:13][CH:12]=[C:11]([C:14]2[CH:19]=[CH:18][CH:17]=[CH:16][C:15]=2[C:20]([F:23])([F:22])[F:21])[CH2:10][CH2:9]1)C1C=CC=CC=1.[Cl:24][C:25]1[CH:30]=[CH:29][C:28]([S:31](Cl)(=[O:33])=[O:32])=[CH:27][CH:26]=1. No catalyst specified. The product is [Cl:24][C:25]1[CH:30]=[CH:29][C:28]([S:31]([N:8]2[CH2:9][CH2:10][CH:11]([C:14]3[CH:19]=[CH:18][CH:17]=[CH:16][C:15]=3[C:20]([F:21])([F:22])[F:23])[CH2:12][CH2:13]2)(=[O:33])=[O:32])=[CH:27][CH:26]=1. The yield is 0.840. (3) The reactants are [C:1]([C:3]1([OH:9])[CH2:8][CH2:7][CH2:6][CH2:5][CH2:4]1)#[CH:2].C([Li])CCC.[C:15]1([CH3:23])[CH:20]=[CH:19][C:18]([CH:21]=[O:22])=[CH:17][CH:16]=1. The catalyst is O1CCCC1. The product is [OH:22][CH:21]([C:18]1[CH:19]=[CH:20][C:15]([CH3:23])=[CH:16][CH:17]=1)[C:2]#[C:1][C:3]1([OH:9])[CH2:8][CH2:7][CH2:6][CH2:5][CH2:4]1. The yield is 0.610. (4) The reactants are [Cl:1][C:2]1[C:3]([F:42])=[C:4]([C@@H:8]2[C@:12]([C:15]3[CH:20]=[CH:19][C:18]([Cl:21])=[CH:17][C:16]=3[F:22])([C:13]#[N:14])[C@H:11]([CH2:23][C:24]([CH3:27])([CH3:26])[CH3:25])[NH:10][C@H:9]2[C:28]([NH:30][C:31]2[CH:39]=[CH:38][C:34]([C:35](O)=[O:36])=[CH:33][C:32]=2OC)=[O:29])[CH:5]=[CH:6][CH:7]=1.[CH:43]([N:46](CC)C(C)C)([CH3:45])[CH3:44].F[P-](F)(F)(F)(F)F.N1([O:68][C:69](N(C)C)=[N+](C)C)C2N=CC=CC=2N=N1.C(OCC)(=[O:78])C. The catalyst is C(Cl)Cl.O. The product is [Cl:1][C:2]1[C:3]([F:42])=[C:4]([CH:8]2[C:12]([C:15]3[CH:20]=[CH:19][C:18]([Cl:21])=[CH:17][C:16]=3[F:22])([C:13]#[N:14])[CH:11]([CH2:23][C:24]([CH3:26])([CH3:27])[CH3:25])[NH:10][CH:9]2[C:28]([NH:30][C:31]2[CH:39]=[CH:38][C:34]([C:35](=[O:36])[NH:46][CH:43]([CH3:45])[CH2:44][OH:78])=[CH:33][C:32]=2[O:68][CH3:69])=[O:29])[CH:5]=[CH:6][CH:7]=1. The yield is 0.908. (5) The product is [C:2]([C:3]1[NH:5][C:6]2[C:7]([CH:12]=1)=[CH:8][CH:9]=[CH:10][CH:11]=2)([CH3:14])([CH3:13])[CH3:1]. The catalyst is C1COCC1. The reactants are [CH3:1][C:2]([CH3:14])([CH3:13])[C:3]([NH:5][C:6]1[CH:11]=[CH:10][CH:9]=[CH:8][C:7]=1[CH3:12])=O.[Li]CCCC.[NH4+].[Cl-]. The yield is 0.880. (6) The reactants are [Br:1][C:2]1[C:11]2[CH2:10][CH2:9][CH2:8][C:7](=O)[C:6]=2[CH:5]=[N:4][CH:3]=1.[NH3:13].CO.[BH4-].[Na+]. The catalyst is CC(C)[O-].[Ti+4].CC(C)[O-].CC(C)[O-].CC(C)[O-]. The product is [Br:1][C:2]1[C:11]2[CH2:10][CH2:9][CH2:8][CH:7]([NH2:13])[C:6]=2[CH:5]=[N:4][CH:3]=1. The yield is 0.850. (7) The reactants are Br[C:2]1[CH:3]=[C:4]2[C:9](=[N:10][CH:11]=1)[N:8]([CH2:12][CH2:13][N:14]([CH3:16])[CH3:15])[CH:7]=[C:6]([C:17]([O:19][CH2:20][CH3:21])=[O:18])[C:5]2=[O:22].[CH2:23]([NH:25][C:26](=[O:46])[NH:27][C:28]1[N:33]=[CH:32][C:31](B(O)O)=[C:30]([C:37]2[S:38][CH:39]=[C:40]([C:42]([F:45])([F:44])[F:43])[N:41]=2)[CH:29]=1)[CH3:24].C(=O)([O-])[O-].[Na+].[Na+]. The catalyst is CN(C)C=O.[Pd].C1(P(C2C=CC=CC=2)C2C=CC=CC=2)C=CC=CC=1.C1(P(C2C=CC=CC=2)C2C=CC=CC=2)C=CC=CC=1.C1(P(C2C=CC=CC=2)C2C=CC=CC=2)C=CC=CC=1.C1(P(C2C=CC=CC=2)C2C=CC=CC=2)C=CC=CC=1. The product is [CH3:15][N:14]([CH3:16])[CH2:13][CH2:12][N:8]1[C:9]2[C:4](=[CH:3][C:2]([C:31]3[CH:32]=[N:33][C:28]([NH:27][C:26](=[O:46])[NH:25][CH2:23][CH3:24])=[CH:29][C:30]=3[C:37]3[S:38][CH:39]=[C:40]([C:42]([F:45])([F:43])[F:44])[N:41]=3)=[CH:11][N:10]=2)[C:5](=[O:22])[C:6]([C:17]([O:19][CH2:20][CH3:21])=[O:18])=[CH:7]1. The yield is 0.330.